The task is: Predict the product of the given reaction.. This data is from Forward reaction prediction with 1.9M reactions from USPTO patents (1976-2016). (1) Given the reactants Br[C:2]1[CH:3]=[C:4]([C:8]2[N:13]=[C:12]([C:14]3[CH:19]=[CH:18][C:17]([Cl:20])=[C:16]([Cl:21])[CH:15]=3)[CH:11]=[C:10]([C:22]([F:25])([F:24])[F:23])[N:9]=2)[CH:5]=[CH:6][CH:7]=1.[C:26]([NH:30][S:31]([C:34]1[CH:35]=[C:36](B(O)O)[CH:37]=[CH:38][CH:39]=1)(=[O:33])=[O:32])([CH3:29])([CH3:28])[CH3:27], predict the reaction product. The product is: [C:26]([NH:30][S:31]([C:34]1[CH:39]=[C:38]([C:2]2[CH:7]=[CH:6][CH:5]=[C:4]([C:8]3[N:13]=[C:12]([C:14]4[CH:19]=[CH:18][C:17]([Cl:20])=[C:16]([Cl:21])[CH:15]=4)[CH:11]=[C:10]([C:22]([F:23])([F:25])[F:24])[N:9]=3)[CH:3]=2)[CH:37]=[CH:36][CH:35]=1)(=[O:33])=[O:32])([CH3:29])([CH3:27])[CH3:28]. (2) Given the reactants [NH2:1][CH2:2][CH2:3][N:4]1[CH2:9][CH2:8][CH:7]([C:10]2[CH:11]=[C:12]([NH:16][C:17](=[O:21])[CH:18]([CH3:20])[CH3:19])[CH:13]=[CH:14][CH:15]=2)[CH2:6][CH2:5]1.[CH:22]1[C:31]2[C:26](=[CH:27][CH:28]=[CH:29][CH:30]=2)[CH:25]=[CH:24][C:23]=1[C:32](Cl)=[O:33], predict the reaction product. The product is: [C:17]([NH:16][C:12]1[CH:11]=[C:10]([CH:7]2[CH2:8][CH2:9][N:4]([CH2:3][CH2:2][NH:1][C:32]([C:23]3[CH:24]=[CH:25][C:26]4[C:31](=[CH:30][CH:29]=[CH:28][CH:27]=4)[CH:22]=3)=[O:33])[CH2:5][CH2:6]2)[CH:15]=[CH:14][CH:13]=1)(=[O:21])[CH:18]([CH3:19])[CH3:20]. (3) Given the reactants [CH2:1]([O:8][C:9](=[O:25])[NH:10][CH2:11][CH2:12][C:13]([CH:15]1C(=O)O[C:18](C)([CH3:22])[O:17][C:16]1=[O:24])=[O:14])[C:2]1[CH:7]=[CH:6][CH:5]=[CH:4][CH:3]=1, predict the reaction product. The product is: [CH2:18]([O:17][C:16](=[O:24])[CH2:15][C:13](=[O:14])[CH2:12][CH2:11][NH:10][C:9]([O:8][CH2:1][C:2]1[CH:7]=[CH:6][CH:5]=[CH:4][CH:3]=1)=[O:25])[CH3:22]. (4) Given the reactants [C:1]([C:3]1[C:4]([O:15][CH3:16])=[C:5]([CH2:13]O)[C:6]2[C:11]([CH:12]=1)=[CH:10][CH:9]=[CH:8][CH:7]=2)#[N:2].N1C=CC=CC=1.[Br:23]P(Br)(C1C=CC=CC=1)(C1C=CC=CC=1)C1C=CC=CC=1, predict the reaction product. The product is: [C:1]([C:3]1[C:4]([O:15][CH3:16])=[C:5]([CH2:13][Br:23])[C:6]2[C:11]([CH:12]=1)=[CH:10][CH:9]=[CH:8][CH:7]=2)#[N:2]. (5) Given the reactants [Cl:1][C:2]1[CH:17]=[CH:16][C:5]([O:6][C@H:7]([CH3:15])[CH2:8][CH2:9][O:10]S(C)(=O)=O)=[C:4]([O:18][C:19]2[CH:24]=[CH:23][CH:22]=[CH:21][CH:20]=2)[CH:3]=1.C[O:26][C:27]([CH:29]1[CH2:31][CH:30]1[C:32]1[CH:37]=[CH:36][C:35](O)=[CH:34][C:33]=1[CH3:39])=[O:28], predict the reaction product. The product is: [Cl:1][C:2]1[CH:17]=[CH:16][C:5]([O:6][CH:7]([CH3:15])[CH2:8][CH2:9][O:10][C:35]2[CH:36]=[CH:37][C:32]([CH:30]3[CH2:31][C@H:29]3[C:27]([OH:28])=[O:26])=[C:33]([CH3:39])[CH:34]=2)=[C:4]([O:18][C:19]2[CH:24]=[CH:23][CH:22]=[CH:21][CH:20]=2)[CH:3]=1.